Dataset: Forward reaction prediction with 1.9M reactions from USPTO patents (1976-2016). Task: Predict the product of the given reaction. (1) Given the reactants [Br:1][C:2]1[CH:11]=[CH:10][CH:9]=[C:8]2[C:3]=1[CH2:4][C@H:5]([CH2:12][O:13][Si:14]([C:17]([CH3:20])([CH3:19])[CH3:18])([CH3:16])[CH3:15])[NH:6][CH2:7]2.ClN1C(=O)CCC1=O.[OH-].[K+].O, predict the reaction product. The product is: [Br:1][C:2]1[CH:11]=[CH:10][CH:9]=[C:8]2[C:3]=1[CH2:4][C@H:5]([CH2:12][O:13][Si:14]([C:17]([CH3:20])([CH3:19])[CH3:18])([CH3:15])[CH3:16])[N:6]=[CH:7]2. (2) Given the reactants [CH3:1][Si:2]([CH2:5][NH:6][C:7]([C:9]1[CH:10]=[C:11]2[C:15](=[CH:16][CH:17]=1)[CH:14]([NH:18][C:19](=[O:25])[O:20][C:21]([CH3:24])([CH3:23])[CH3:22])[CH2:13][CH2:12]2)=O)([CH3:4])[CH3:3].COC1C=CC(P2(SP(C3C=CC(OC)=CC=3)(=S)S2)=[S:35])=CC=1, predict the reaction product. The product is: [CH3:1][Si:2]([CH2:5][NH:6][C:7]([C:9]1[CH:10]=[C:11]2[C:15](=[CH:16][CH:17]=1)[CH:14]([NH:18][C:19](=[O:25])[O:20][C:21]([CH3:24])([CH3:23])[CH3:22])[CH2:13][CH2:12]2)=[S:35])([CH3:4])[CH3:3]. (3) Given the reactants [C:1]([O:5][C:6](=[O:22])[NH:7][C:8]1[CH:13]=[CH:12][C:11]([CH2:14][Si](C)(C)C)=[C:10]([N+:19]([O-:21])=[O:20])[CH:9]=1)([CH3:4])([CH3:3])[CH3:2].[Cl:23][C:24]1[CH:31]=[CH:30][CH:29]=[C:28]([O:32][CH3:33])[C:25]=1[CH:26]=[O:27].[F-].C([N+](CCCC)(CCCC)CCCC)CCC.O, predict the reaction product. The product is: [C:1]([O:5][C:6](=[O:22])[NH:7][C:8]1[CH:13]=[CH:12][C:11]([CH2:14][CH:26]([C:25]2[C:28]([O:32][CH3:33])=[CH:29][CH:30]=[CH:31][C:24]=2[Cl:23])[OH:27])=[C:10]([N+:19]([O-:21])=[O:20])[CH:9]=1)([CH3:4])([CH3:3])[CH3:2]. (4) Given the reactants [C:1]([NH2:5])([CH3:4])([CH3:3])[CH3:2].C(N(CC)C(C)C)(C)C.[C:15]1([CH2:21][S:22](Cl)(=[O:24])=[O:23])[CH:20]=[CH:19][CH:18]=[CH:17][CH:16]=1, predict the reaction product. The product is: [C:1]([NH:5][S:22]([CH2:21][C:15]1[CH:20]=[CH:19][CH:18]=[CH:17][CH:16]=1)(=[O:24])=[O:23])([CH3:4])([CH3:3])[CH3:2]. (5) The product is: [C:27]([O:26][C:24](=[O:25])[NH:31][CH2:32][CH2:33][NH:34][C:19]([C:18]1[CH:17]=[N:16][C:15]([O:14][CH2:13][C:3]2[C:4]([C:7]3[CH:8]=[CH:9][CH:10]=[CH:11][CH:12]=3)=[N:5][O:6][C:2]=2[CH3:1])=[CH:23][CH:22]=1)=[O:21])([CH3:30])([CH3:28])[CH3:29]. Given the reactants [CH3:1][C:2]1[O:6][N:5]=[C:4]([C:7]2[CH:12]=[CH:11][CH:10]=[CH:9][CH:8]=2)[C:3]=1[CH2:13][O:14][C:15]1[CH:23]=[CH:22][C:18]([C:19]([OH:21])=O)=[CH:17][N:16]=1.[C:24]([NH:31][CH2:32][CH2:33][NH2:34])([O:26][C:27]([CH3:30])([CH3:29])[CH3:28])=[O:25], predict the reaction product. (6) Given the reactants [CH2:1]1[CH:11]2[CH:2]1[CH2:3][O:4][C:5]1[CH:6]=[CH:7][CH:8]=[C:9]([O:12][C:13]3[N:18]=[CH:17][C:16]([NH:19][C:20]([C@@:22]([NH:26]C(=O)OC(C)(C)C)([CH3:25])[CH2:23][CH3:24])=[O:21])=[CH:15][CH:14]=3)[C:10]=12.C(O)(C(F)(F)F)=O, predict the reaction product. The product is: [CH2:1]1[CH:11]2[CH:2]1[CH2:3][O:4][C:5]1[CH:6]=[CH:7][CH:8]=[C:9]([O:12][C:13]3[N:18]=[CH:17][C:16]([NH:19][C:20](=[O:21])[C@@:22]([NH2:26])([CH3:25])[CH2:23][CH3:24])=[CH:15][CH:14]=3)[C:10]=12. (7) The product is: [CH2:21]([O:20][CH:19]([O:23][CH2:24][CH3:25])[CH2:18][O:16][C:13]1[CH:14]=[CH:15][C:10]([C:3]2[CH:4]=[CH:5][C:6]([OH:9])=[CH:7][CH:8]=2)=[CH:11][CH:12]=1)[CH3:22]. Given the reactants [H-].[Na+].[C:3]1([C:10]2[CH:15]=[CH:14][C:13]([OH:16])=[CH:12][CH:11]=2)[CH:8]=[CH:7][C:6]([OH:9])=[CH:5][CH:4]=1.Br[CH2:18][CH:19]([O:23][CH2:24][CH3:25])[O:20][CH2:21][CH3:22].O, predict the reaction product.